Dataset: Reaction yield outcomes from USPTO patents with 853,638 reactions. Task: Predict the reaction yield, written as a fraction of the theoretical maximum amount of product (1.0 means a 100% yield; for example, 0.34 means a 34% yield). (1) The reactants are [N:1]1[C:10]2[C:5](=[CH:6][C:7]([CH2:11][N:12]3[C:16]4=[N:17][C:18]([C:21]5[CH:29]=[CH:28][C:24]([C:25]([OH:27])=O)=[CH:23][CH:22]=5)=[CH:19][CH:20]=[C:15]4[N:14]=[N:13]3)=[CH:8][CH:9]=2)[CH:4]=[CH:3][CH:2]=1.CN(C=O)C.CCN=C=NCCCN(C)C.Cl.C(N(CC)CC)C.[CH3:54][N:55]1[CH2:60][CH2:59][NH:58][CH2:57][CH2:56]1. The catalyst is O. The product is [CH3:54][N:55]1[CH2:60][CH2:59][N:58]([C:25]([C:24]2[CH:23]=[CH:22][C:21]([C:18]3[N:17]=[C:16]4[N:12]([CH2:11][C:7]5[CH:6]=[C:5]6[C:10](=[CH:9][CH:8]=5)[N:1]=[CH:2][CH:3]=[CH:4]6)[N:13]=[N:14][C:15]4=[CH:20][CH:19]=3)=[CH:29][CH:28]=2)=[O:27])[CH2:57][CH2:56]1. The yield is 0.170. (2) The reactants are [CH2:1]([N:4]1[CH2:9][CH:8]2[CH:6]([C:7]2([CH3:19])[C:10]2[CH:15]=[CH:14][CH:13]=[C:12]([N+:16]([O-])=O)[CH:11]=2)[C:5]1=[O:20])[CH:2]=[CH2:3].[Cl-].[Ca+2].[Cl-]. The yield is 0.990. The product is [CH2:1]([N:4]1[CH2:9][CH:8]2[CH:6]([C:7]2([C:10]2[CH:15]=[CH:14][CH:13]=[C:12]([NH2:16])[CH:11]=2)[CH3:19])[C:5]1=[O:20])[CH:2]=[CH2:3]. The catalyst is C(O)C.O.[Fe]. (3) The reactants are [N+:1]([C:4]1[CH:5]=[C:6]([N:10]2[C:19]3[C:14](=[CH:15][CH:16]=[CH:17][N:18]=3)[CH:13]=[C:12]([CH2:20][CH2:21][CH:22]([OH:29])[C:23]3[CH:28]=[CH:27][N:26]=[CH:25][CH:24]=3)[C:11]2=[O:30])[CH:7]=[CH:8][CH:9]=1)([O-])=O.[Sn](Cl)(Cl)(Cl)Cl. No catalyst specified. The product is [NH2:1][C:4]1[CH:5]=[C:6]([N:10]2[C:19]3[C:14](=[CH:15][CH:16]=[CH:17][N:18]=3)[CH:13]=[C:12]([CH2:20][CH2:21][CH:22]([OH:29])[C:23]3[CH:24]=[CH:25][N:26]=[CH:27][CH:28]=3)[C:11]2=[O:30])[CH:7]=[CH:8][CH:9]=1. The yield is 0.650. (4) The reactants are [OH:1][C@@H:2]([C:23]1[CH:28]=[CH:27][CH:26]=[CH:25][CH:24]=1)[CH2:3][CH2:4][N:5]1[CH2:10][CH2:9][CH:8]([C:11]2[CH:12]=[C:13]([NH:17][C:18](=[O:22])[CH:19]([CH3:21])[CH3:20])[CH:14]=[CH:15][CH:16]=2)[CH2:7][CH2:6]1.[Br:29][C:30]1[CH:35]=[CH:34][C:33](O)=[CH:32][CH:31]=1.C1(P(C2C=CC=CC=2)C2C=CC=CC=2)C=CC=CC=1.N(C(OCC)=O)=NC(OCC)=O.N. The catalyst is C1COCC1.C(Cl)(Cl)Cl. The product is [Br:29][C:30]1[CH:35]=[CH:34][C:33]([O:1][C@H:2]([C:23]2[CH:24]=[CH:25][CH:26]=[CH:27][CH:28]=2)[CH2:3][CH2:4][N:5]2[CH2:10][CH2:9][CH:8]([C:11]3[CH:12]=[C:13]([NH:17][C:18](=[O:22])[CH:19]([CH3:21])[CH3:20])[CH:14]=[CH:15][CH:16]=3)[CH2:7][CH2:6]2)=[CH:32][CH:31]=1. The yield is 0.0960.